From a dataset of Full USPTO retrosynthesis dataset with 1.9M reactions from patents (1976-2016). Predict the reactants needed to synthesize the given product. (1) Given the product [ClH:23].[CH2:1]([O:8][C:9]1[CH:16]=[CH:15][CH:14]=[C:11]([NH:12][CH3:13])[C:10]=1[NH2:17])[C:2]1[CH:3]=[CH:4][CH:5]=[CH:6][CH:7]=1, predict the reactants needed to synthesize it. The reactants are: [CH2:1]([O:8][C:9]1[C:10]([N+:17]([O-])=O)=[C:11]([CH:14]=[CH:15][CH:16]=1)[NH:12][CH3:13])[C:2]1[CH:7]=[CH:6][CH:5]=[CH:4][CH:3]=1.C(O)C.[ClH:23]. (2) Given the product [C:20]([N:9]1[CH2:10][CH2:11][CH2:12][C@@H:8]1[CH2:7][O:6][C:5]1[CH:13]=[CH:14][CH:15]=[C:16]([N+:17]([O-:19])=[O:18])[C:4]=1[C:2]#[N:3])(=[O:22])[CH3:21], predict the reactants needed to synthesize it. The reactants are: [Cl-].[C:2]([C:4]1[C:16]([N+:17]([O-:19])=[O:18])=[CH:15][CH:14]=[CH:13][C:5]=1[O:6][CH2:7][C@H:8]1[CH2:12][CH2:11][CH2:10][NH2+:9]1)#[N:3].[C:20](Cl)(=[O:22])[CH3:21]. (3) The reactants are: Br[C:2]1[CH:3]=[N:4][C:5]2[N:6]([CH:8]=[C:9]([CH2:11][O:12][C:13]3[CH:18]=[CH:17][C:16]([F:19])=[CH:15][CH:14]=3)[N:10]=2)[CH:7]=1.[F:20][C:21]1[CH:26]=[CH:25][C:24](B(O)O)=[CH:23][CH:22]=1. Given the product [F:19][C:16]1[CH:17]=[CH:18][C:13]([O:12][CH2:11][C:9]2[N:10]=[C:5]3[N:4]=[CH:3][C:2]([C:24]4[CH:25]=[CH:26][C:21]([F:20])=[CH:22][CH:23]=4)=[CH:7][N:6]3[CH:8]=2)=[CH:14][CH:15]=1, predict the reactants needed to synthesize it. (4) Given the product [CH2:24]([O:23][C:17]1[CH:16]=[C:15]([CH:12]([N:8]2[C:9](=[O:11])[C:10]3[C:6](=[CH:5][CH:4]=[CH:3][C:2]=3[NH:1][C:29]([CH:26]3[CH2:28][CH2:27]3)=[O:30])[CH2:7]2)[CH2:13][CH3:14])[CH:20]=[CH:19][C:18]=1[O:21][CH3:22])[CH3:25], predict the reactants needed to synthesize it. The reactants are: [NH2:1][C:2]1[CH:3]=[CH:4][CH:5]=[C:6]2[C:10]=1[C:9](=[O:11])[N:8]([CH:12]([C:15]1[CH:20]=[CH:19][C:18]([O:21][CH3:22])=[C:17]([O:23][CH2:24][CH3:25])[CH:16]=1)[CH2:13][CH3:14])[CH2:7]2.[CH:26]1([C:29](Cl)=[O:30])[CH2:28][CH2:27]1. (5) Given the product [F:1][C@H:2]1[C@@H:7]([O:8][CH3:9])[CH2:6][CH2:5][N:4]([C:10]2[N:15]=[C:14]([NH:16][C:17]3[N:22]=[CH:21][C:20]4[N:23]=[C:24]([C@H:32]([OH:34])[CH3:33])[N:25]([C@@H:26]([CH3:31])[C:27]([F:30])([F:29])[F:28])[C:19]=4[CH:18]=3)[CH:13]=[CH:12][N:11]=2)[CH2:3]1, predict the reactants needed to synthesize it. The reactants are: [F:1][C@H:2]1[C@@H:7]([O:8][CH3:9])[CH2:6][CH2:5][N:4]([C:10]2[N:15]=[C:14]([NH:16][C:17]3[N:22]=[CH:21][C:20]4[N:23]=[C:24]([C@H:32]([O:34]C5CCCCO5)[CH3:33])[N:25]([C@@H:26]([CH3:31])[C:27]([F:30])([F:29])[F:28])[C:19]=4[CH:18]=3)[CH:13]=[CH:12][N:11]=2)[CH2:3]1. (6) Given the product [CH2:1]([O:3][C:4]([C:6]1[CH:7]=[C:8]2[C:13](=[C:14]([CH:21]=[O:23])[CH:15]=1)[O:12][C:11]([CH3:17])([CH3:16])[CH2:10][C:9]2([CH3:18])[CH3:19])=[O:5])[CH3:2], predict the reactants needed to synthesize it. The reactants are: [CH2:1]([O:3][C:4]([C:6]1[CH:7]=[C:8]2[C:13](=[CH:14][CH:15]=1)[O:12][C:11]([CH3:17])([CH3:16])[CH2:10][C:9]2([CH3:19])[CH3:18])=[O:5])[CH3:2].Cl[CH:21]([O:23]C(Cl)Cl)Cl. (7) Given the product [Cl:16][C:13]1[CH:14]=[CH:15][C:6]([O:5][CH2:4][C:3]([OH:33])=[O:2])=[C:7]2[C:12]=1[N:11]=[C:10]([CH3:17])[C:9]([CH2:18][C:19]1[CH:20]=[CH:21][C:22]([S:25]([CH3:28])(=[O:26])=[O:27])=[CH:23][CH:24]=1)=[C:8]2[O:29][CH:30]([F:31])[F:32], predict the reactants needed to synthesize it. The reactants are: C[O:2][C:3](=[O:33])[CH2:4][O:5][C:6]1[CH:15]=[CH:14][C:13]([Cl:16])=[C:12]2[C:7]=1[C:8]([O:29][CH:30]([F:32])[F:31])=[C:9]([CH2:18][C:19]1[CH:24]=[CH:23][C:22]([S:25]([CH3:28])(=[O:27])=[O:26])=[CH:21][CH:20]=1)[C:10]([CH3:17])=[N:11]2.CO.[OH-].[Li+].O. (8) Given the product [Cl:1][C:2]1[N:11]=[C:10]2[C:5]([CH:6]=[C:7]([C:16]([OH:18])=[O:17])[C:8]([C:12]([F:15])([F:13])[F:14])=[N:9]2)=[CH:4][CH:3]=1, predict the reactants needed to synthesize it. The reactants are: [Cl:1][C:2]1[N:11]=[C:10]2[C:5]([CH:6]=[C:7]([C:16]([O:18]CC)=[O:17])[C:8]([C:12]([F:15])([F:14])[F:13])=[N:9]2)=[CH:4][CH:3]=1.O.O.[OH-].[Li+].Cl. (9) Given the product [CH2:21]([C@H:18]1[CH2:19][O:20][C:15]([C:14]([NH:13][CH2:12][CH2:11][C:5]2[C:4]3[C:8](=[CH:9][CH:10]=[C:2]([Cl:1])[CH:3]=3)[NH:7][CH:6]=2)=[O:28])=[N:17]1)[C:22]1[CH:27]=[CH:26][CH:25]=[CH:24][CH:23]=1, predict the reactants needed to synthesize it. The reactants are: [Cl:1][C:2]1[CH:3]=[C:4]2[C:8](=[CH:9][CH:10]=1)[NH:7][CH:6]=[C:5]2[CH2:11][CH2:12][NH:13][C:14](=[O:28])[C:15]([NH:17][C@@H:18]([CH2:21][C:22]1[CH:27]=[CH:26][CH:25]=[CH:24][CH:23]=1)[CH2:19][OH:20])=O.CC[N+](S(N=C(OC)[O-])(=O)=O)(CC)CC. (10) Given the product [CH:5]1([CH2:8][O:9][C:10]2[CH:11]=[C:2]([CH:15]=[CH:16][C:17]=2[O:18][CH:19]([F:20])[F:21])[C:1]([OH:4])=[O:3])[CH2:6][CH2:7]1, predict the reactants needed to synthesize it. The reactants are: [C:1]([OH:4])(=[O:3])[CH3:2].[CH:5]1([CH2:8][O:9][C:10]2[CH:11]=C([CH:15]=[CH:16][C:17]=2[O:18][CH:19]([F:21])[F:20])C=O)[CH2:7][CH2:6]1.S(=O)(=O)(O)N.Cl([O-])=O.[Na+].